Dataset: Reaction yield outcomes from USPTO patents with 853,638 reactions. Task: Predict the reaction yield, written as a fraction of the theoretical maximum amount of product (1.0 means a 100% yield; for example, 0.34 means a 34% yield). (1) The reactants are [CH3:1][C:2]1[N:6]([CH:7]([CH3:9])[CH3:8])[C:5]([C:10]2[CH:15]=[CH:14][N:13]=[C:12]([NH:16][CH:17]3[CH2:22][CH2:21][NH:20][CH2:19][CH2:18]3)[N:11]=2)=[CH:4][N:3]=1.Br[CH2:24][CH2:25][C:26]1[CH:31]=[CH:30][CH:29]=[CH:28][CH:27]=1. The product is [CH3:1][C:2]1[N:6]([CH:7]([CH3:9])[CH3:8])[C:5]([C:10]2[CH:15]=[CH:14][N:13]=[C:12]([NH:16][CH:17]3[CH2:18][CH2:19][N:20]([CH2:24][CH2:25][C:26]4[CH:31]=[CH:30][CH:29]=[CH:28][CH:27]=4)[CH2:21][CH2:22]3)[N:11]=2)=[CH:4][N:3]=1. The yield is 0.350. The catalyst is CN(C=O)C. (2) The reactants are [CH3:1][N:2]([CH3:27])[C:3]([C:5]1[N:10]=[C:9]2[C:11]([CH:15]=[O:16])=[C:12]([CH3:14])[NH:13][C:8]2=[C:7]([NH:17][CH2:18][C:19]2[C:24]([CH3:25])=[CH:23][CH:22]=[CH:21][C:20]=2[CH3:26])[CH:6]=1)=[O:4].[BH4-].[Na+].ClCCl.[Cl-].[NH4+]. The catalyst is C(O)C. The product is [CH3:27][N:2]([CH3:1])[C:3]([C:5]1[N:10]=[C:9]2[C:11]([CH2:15][OH:16])=[C:12]([CH3:14])[NH:13][C:8]2=[C:7]([NH:17][CH2:18][C:19]2[C:24]([CH3:25])=[CH:23][CH:22]=[CH:21][C:20]=2[CH3:26])[CH:6]=1)=[O:4]. The yield is 0.740. (3) The reactants are [F:1][C:2]([F:33])([F:32])[C:3]1[CH:31]=[CH:30][C:6]([CH2:7][O:8][N:9]=[C:10]([C:12]2[O:16][C:15]([N:17]([CH2:24][C:25]([O:27]CC)=[O:26])[CH2:18][C:19]([O:21]CC)=[O:20])=[N:14][CH:13]=2)[CH3:11])=[CH:5][CH:4]=1.CO.O.[OH-].[Li+]. The catalyst is C1COCC1. The product is [F:33][C:2]([F:1])([F:32])[C:3]1[CH:4]=[CH:5][C:6]([CH2:7][O:8][N:9]=[C:10]([C:12]2[O:16][C:15]([N:17]([CH2:24][C:25]([OH:27])=[O:26])[CH2:18][C:19]([OH:21])=[O:20])=[N:14][CH:13]=2)[CH3:11])=[CH:30][CH:31]=1. The yield is 0.820. (4) The reactants are [CH2:1]([CH2:3][NH2:4])[OH:2].[C:5]([NH:8][C:9]1[S:10][C:11]([S:15](Cl)(=[O:17])=[O:16])=[C:12]([CH3:14])[N:13]=1)(=[O:7])[CH3:6].C(N(CC)CC)C. The catalyst is O1CCOCC1. The product is [OH:2][CH2:1][CH2:3][NH:4][S:15]([C:11]1[S:10][C:9]([NH:8][C:5](=[O:7])[CH3:6])=[N:13][C:12]=1[CH3:14])(=[O:16])=[O:17]. The yield is 0.610. (5) The reactants are [OH:1][C@H:2]([CH2:7][OH:8])[C:3]([O:5][CH3:6])=[O:4].C(N(CC)CC)C.[Si:16](Cl)([C:19]([CH3:22])([CH3:21])[CH3:20])([CH3:18])[CH3:17].[Cl-].[NH4+]. The catalyst is C(Cl)Cl.CN(C)C1C=CN=CC=1. The product is [Si:16]([O:8][CH2:7][C@@H:2]([OH:1])[C:3]([O:5][CH3:6])=[O:4])([C:19]([CH3:22])([CH3:21])[CH3:20])([CH3:18])[CH3:17]. The yield is 0.570. (6) The reactants are [N:1]1[CH:6]=[CH:5][CH:4]=[C:3]([N:7]2[CH2:11][CH2:10][NH:9][C:8]2=[O:12])[CH:2]=1.Br[C:14]1[CH:15]=[C:16]2[C:21](=[CH:22][CH:23]=1)[N:20]=[CH:19][CH:18]=[CH:17]2.N[C@@H]1CCCC[C@H]1N.C(=O)([O-])[O-].[K+].[K+]. The catalyst is [Cu](I)I.O1CCOCC1. The product is [N:1]1[CH:6]=[CH:5][CH:4]=[C:3]([N:7]2[CH2:11][CH2:10][N:9]([C:14]3[CH:15]=[C:16]4[C:21](=[CH:22][CH:23]=3)[N:20]=[CH:19][CH:18]=[CH:17]4)[C:8]2=[O:12])[CH:2]=1. The yield is 0.601.